Regression/Classification. Given a drug SMILES string, predict its absorption, distribution, metabolism, or excretion properties. Task type varies by dataset: regression for continuous measurements (e.g., permeability, clearance, half-life) or binary classification for categorical outcomes (e.g., BBB penetration, CYP inhibition). Dataset: hlm. From a dataset of Human liver microsome stability data. The result is 1 (stable in human liver microsomes). The compound is COc1ccc2c(c1)C(=Cc1ccc3c(C=Cc4ccc(N5CCN(C)CC5)nc4)[nH]nc3c1)C(=O)N2.